This data is from Catalyst prediction with 721,799 reactions and 888 catalyst types from USPTO. The task is: Predict which catalyst facilitates the given reaction. (1) Reactant: [NH:1]1[C:9]2[C:4](=[CH:5][C:6]([NH:10][C:11]3[N:20]=[CH:19][C:18]([CH:21]4[CH2:23][CH2:22]4)=[CH:17][C:12]=3[C:13]([O:15][CH3:16])=[O:14])=[CH:7][CH:8]=2)[CH:3]=[CH:2]1.[F:24][C:25]1[CH:30]=[CH:29][CH:28]=[C:27](I)[CH:26]=1.[C@@H]1(N)CCCC[C@H]1N.P([O-])([O-])([O-])=O.[K+].[K+].[K+]. Product: [CH:21]1([C:18]2[CH:19]=[N:20][C:11]([NH:10][C:6]3[CH:5]=[C:4]4[C:9](=[CH:8][CH:7]=3)[N:1]([C:27]3[CH:28]=[CH:29][CH:30]=[C:25]([F:24])[CH:26]=3)[CH:2]=[CH:3]4)=[C:12]([CH:17]=2)[C:13]([O:15][CH3:16])=[O:14])[CH2:23][CH2:22]1. The catalyst class is: 321. (2) Reactant: [CH3:1][O:2][C:3]1[CH:27]=[CH:26][C:6]2[N:7](CC3C=CC(OC)=CC=3)[C:8](=[O:16])[C:9]3[CH2:10][CH2:11][CH2:12][N:13]([CH3:15])[C:14]=3[C:5]=2[CH:4]=1.[OH-].[Na+].Cl. Product: [CH3:1][O:2][C:3]1[CH:27]=[CH:26][C:6]2[NH:7][C:8](=[O:16])[C:9]3[CH2:10][CH2:11][CH2:12][N:13]([CH3:15])[C:14]=3[C:5]=2[CH:4]=1. The catalyst class is: 55. (3) Reactant: [Cl:1][C:2]1[CH:7]=[CH:6][C:5]([CH:8]([OH:37])[C:9]2[O:10][C:11]3[CH:17]=[CH:16][C:15]([CH2:18][C:19]([NH:21][C@H:22]([C:29]4[CH:34]=[CH:33][C:32]([CH3:35])=[CH:31][C:30]=4[CH3:36])[C:23]4[CH:28]=[CH:27][CH:26]=[CH:25][CH:24]=4)=[O:20])=[CH:14][C:12]=3[CH:13]=2)=[CH:4][CH:3]=1.[CH:38](OCC#N)(C)C. Product: [Cl:1][C:2]1[CH:7]=[CH:6][C:5]([CH:8]([O:37][CH3:38])[C:9]2[O:10][C:11]3[CH:17]=[CH:16][C:15]([CH2:18][C:19]([NH:21][C@H:22]([C:29]4[CH:34]=[CH:33][C:32]([CH3:35])=[CH:31][C:30]=4[CH3:36])[C:23]4[CH:28]=[CH:27][CH:26]=[CH:25][CH:24]=4)=[O:20])=[CH:14][C:12]=3[CH:13]=2)=[CH:4][CH:3]=1. The catalyst class is: 5.